This data is from Reaction yield outcomes from USPTO patents with 853,638 reactions. The task is: Predict the reaction yield, written as a fraction of the theoretical maximum amount of product (1.0 means a 100% yield; for example, 0.34 means a 34% yield). (1) The reactants are [C:1]([O:5][C:6]([N:8]1[CH2:16][C:15]2[C:10](=[CH:11][CH:12]=[C:13]([C:17](O)=[O:18])[CH:14]=2)[C@@H:9]1[CH2:20][CH3:21])=[O:7])([CH3:4])([CH3:3])[CH3:2].[NH2:22][C@H:23]([C:29]1[CH:34]=[CH:33][C:32]([S:35]([CH2:38][CH3:39])(=[O:37])=[O:36])=[CH:31][CH:30]=1)[CH2:24][C:25]([O:27][CH3:28])=[O:26].CN(C(ON1N=NC2C=CC=NC1=2)=[N+](C)C)C.F[P-](F)(F)(F)(F)F.CCN(C(C)C)C(C)C. The catalyst is CN(C=O)C. The product is [CH2:20]([C@H:9]1[C:10]2[C:15](=[CH:14][C:13]([C:17](=[O:18])[NH:22][C@H:23]([C:29]3[CH:34]=[CH:33][C:32]([S:35]([CH2:38][CH3:39])(=[O:37])=[O:36])=[CH:31][CH:30]=3)[CH2:24][C:25]([O:27][CH3:28])=[O:26])=[CH:12][CH:11]=2)[CH2:16][N:8]1[C:6]([O:5][C:1]([CH3:2])([CH3:4])[CH3:3])=[O:7])[CH3:21]. The yield is 0.710. (2) The reactants are [NH2:1][C:2]1[N:7]=[CH:6][N:5]=[C:4]2[NH:8][N:9]=[CH:10][C:3]=12.[I:11]NC(=O)CCC(N)=O. The catalyst is CN(C=O)C. The product is [I:11][C:10]1[C:3]2[C:4](=[N:5][CH:6]=[N:7][C:2]=2[NH2:1])[NH:8][N:9]=1. The yield is 0.690. (3) The reactants are Cl[C:2]1[N:7]2[N:8]=[C:9]([NH2:11])[N:10]=[C:6]2[CH:5]=[N:4][CH:3]=1.[N:12]1[C:21]2[C:16](=[CH:17][CH:18]=[CH:19][CH:20]=2)[CH:15]=[C:14](B2OC(C)(C)C(C)(C)O2)[CH:13]=1.C(=O)([O-])[O-].[Na+].[Na+]. The catalyst is COCCOC.O. The product is [N:12]1[C:21]2[C:16](=[CH:17][CH:18]=[CH:19][CH:20]=2)[CH:15]=[C:14]([C:2]2[N:7]3[N:8]=[C:9]([NH2:11])[N:10]=[C:6]3[CH:5]=[N:4][CH:3]=2)[CH:13]=1. The yield is 0.550. (4) The reactants are [CH2:1]([O:8][C:9]([NH:11][C:12]1[C:13]([C:25]([OH:27])=O)=[N:14][C:15]2[C:20]([CH:21]=1)=[CH:19][CH:18]=[C:17]([CH2:22][C:23]#[N:24])[CH:16]=2)=[O:10])[C:2]1[CH:7]=[CH:6][CH:5]=[CH:4][CH:3]=1.[NH2:28][C:29]1[CH:30]=[N:31][CH:32]=[CH:33][C:34]=1[N:35]1[CH2:40][CH2:39][CH2:38][C@H:37]([NH:41][C:42](=[O:51])[O:43][CH2:44][C:45]2[CH:50]=[CH:49][CH:48]=[CH:47][CH:46]=2)[CH2:36]1.CN(C(ON1N=NC2C=CC=NC1=2)=[N+](C)C)C.F[P-](F)(F)(F)(F)F.CCN(C(C)C)C(C)C. The catalyst is CN(C=O)C. The product is [CH2:44]([O:43][C:42](=[O:51])[NH:41][C@H:37]1[CH2:38][CH2:39][CH2:40][N:35]([C:34]2[CH:33]=[CH:32][N:31]=[CH:30][C:29]=2[NH:28][C:25]([C:13]2[C:12]([NH:11][C:9]([O:8][CH2:1][C:2]3[CH:7]=[CH:6][CH:5]=[CH:4][CH:3]=3)=[O:10])=[CH:21][C:20]3[C:15](=[CH:16][C:17]([CH2:22][C:23]#[N:24])=[CH:18][CH:19]=3)[N:14]=2)=[O:27])[CH2:36]1)[C:45]1[CH:50]=[CH:49][CH:48]=[CH:47][CH:46]=1. The yield is 0.770. (5) The reactants are [CH3:1][S:2](Cl)(=[O:4])=[O:3].[OH:6][CH2:7][CH2:8][CH:9]([CH3:30])[O:10][C:11]1[CH:16]=[CH:15][C:14]([O:17][C:18]([F:21])([F:20])[F:19])=[CH:13][C:12]=1[C:22]([C:24]1[CH:29]=[CH:28][CH:27]=[CH:26][CH:25]=1)=[O:23]. The catalyst is C(Cl)Cl. The product is [C:22]([C:12]1[CH:13]=[C:14]([O:17][C:18]([F:20])([F:21])[F:19])[CH:15]=[CH:16][C:11]=1[O:10][CH:9]([CH3:30])[CH2:8][CH2:7][O:6][S:2]([CH3:1])(=[O:4])=[O:3])(=[O:23])[C:24]1[CH:25]=[CH:26][CH:27]=[CH:28][CH:29]=1. The yield is 1.00. (6) The reactants are [F:1][C:2]1[CH:7]=[CH:6][C:5]([CH2:8][NH:9][C@@H:10]2[C@@H:16]3[CH2:17][CH2:18][C@@H:12]([C@@H:13]4[C@H:15]3[CH2:14]4)[C@@H:11]2[C:19](OC)=[O:20])=[CH:4][CH:3]=1.[CH3:23][S:24]([NH:27][C:28]1[CH:43]=[CH:42][C:31]2[NH:32][C:33]([CH2:38][C:39](O)=[O:40])=[N:34][S:35](=[O:37])(=[O:36])[C:30]=2[CH:29]=1)(=[O:26])=[O:25].CN1CCOCC1.Cl.CN(C)CCCN=C=NCC.C(N(CC)CC)C. The catalyst is CN(C)C=O.C(OCC)(=O)C. The product is [F:1][C:2]1[CH:3]=[CH:4][C:5]([CH2:8][N:9]2[C:39](=[O:40])[C:38]([C:33]3[NH:32][C:31]4[CH:42]=[CH:43][C:28]([NH:27][S:24]([CH3:23])(=[O:26])=[O:25])=[CH:29][C:30]=4[S:35](=[O:37])(=[O:36])[N:34]=3)=[C:19]([OH:20])[C@@H:11]3[C@H:10]2[C@@H:16]2[CH2:17][CH2:18][C@H:12]3[C@@H:13]3[C@H:15]2[CH2:14]3)=[CH:6][CH:7]=1. The yield is 0.820.